Dataset: Reaction yield outcomes from USPTO patents with 853,638 reactions. Task: Predict the reaction yield, written as a fraction of the theoretical maximum amount of product (1.0 means a 100% yield; for example, 0.34 means a 34% yield). The reactants are [CH2:1]([O:3][C:4]1[O:8][C:7]([C:9]2[CH:14]=[CH:13][CH:12]=[CH:11][CH:10]=2)=[N:6][C:5]=1[C:15]([OH:17])=O)[CH3:2].Cl.Cl.[CH3:20][C:21]1([CH3:38])[CH2:25][C:24]2([CH2:30][CH2:29][CH2:28][N:27]([CH:31]3[CH2:36][CH2:35][NH:34][CH2:33][CH2:32]3)[CH2:26]2)[C:23](=[O:37])[O:22]1. No catalyst specified. The product is [CH2:1]([O:3][C:4]1[O:8][C:7]([C:9]2[CH:10]=[CH:11][CH:12]=[CH:13][CH:14]=2)=[N:6][C:5]=1[C:15]([N:34]1[CH2:35][CH2:36][CH:31]([N:27]2[CH2:28][CH2:29][CH2:30][C:24]3([C:23](=[O:37])[O:22][C:21]([CH3:20])([CH3:38])[CH2:25]3)[CH2:26]2)[CH2:32][CH2:33]1)=[O:17])[CH3:2]. The yield is 0.650.